Dataset: Forward reaction prediction with 1.9M reactions from USPTO patents (1976-2016). Task: Predict the product of the given reaction. (1) Given the reactants [CH2:1]([N:3]1[C:15]2[CH:14]=[CH:13][C:12]([NH2:16])=[CH:11][C:10]=2[C:9]2[C:4]1=[CH:5][CH:6]=[CH:7][CH:8]=2)[CH3:2].C[Al](C)C.[C:21]1(=[O:27])[O:26][CH2:25][CH2:24][CH2:23][CH2:22]1.Cl, predict the reaction product. The product is: [CH2:1]([N:3]1[C:15]2[CH:14]=[CH:13][C:12]([NH:16][C:25](=[O:26])[CH2:24][CH2:23][CH2:22][CH2:21][OH:27])=[CH:11][C:10]=2[C:9]2[C:4]1=[CH:5][CH:6]=[CH:7][CH:8]=2)[CH3:2]. (2) Given the reactants C1CCN2C(=NCCC2)CC1.[NH2:12][C:13]1[CH:18]=[CH:17][C:16]([C:19]2[N:20]=[CH:21][N:22]([CH2:24][C:25]([O:27][C:28]([CH3:31])([CH3:30])[CH3:29])=[O:26])[CH:23]=2)=[CH:15][CH:14]=1.[C:32]([NH:37][C:38](=[O:43])[O:39][CH:40]([CH3:42])[CH3:41])(=[O:36])/[CH:33]=[CH:34]/[CH3:35], predict the reaction product. The product is: [CH3:35][CH:34]([NH:12][C:13]1[CH:18]=[CH:17][C:16]([C:19]2[N:20]=[CH:21][N:22]([CH2:24][C:25]([O:27][C:28]([CH3:31])([CH3:30])[CH3:29])=[O:26])[CH:23]=2)=[CH:15][CH:14]=1)[CH2:33][C:32]([NH:37][C:38]([O:39][CH:40]([CH3:41])[CH3:42])=[O:43])=[O:36]. (3) Given the reactants [Cl:1][C:2]1[CH:25]=[CH:24][C:5]([O:6][C:7]2[CH:8]=[CH:9][C:10]([CH:13](C(OCC)=O)[C:14]([O:16]CC)=[O:15])=[N:11][CH:12]=2)=[CH:4][C:3]=1[C:26]([F:29])([F:28])[F:27].[OH-].[K+], predict the reaction product. The product is: [Cl:1][C:2]1[CH:25]=[CH:24][C:5]([O:6][C:7]2[CH:8]=[CH:9][C:10]([CH2:13][C:14]([OH:16])=[O:15])=[N:11][CH:12]=2)=[CH:4][C:3]=1[C:26]([F:29])([F:27])[F:28]. (4) Given the reactants [F:1][C:2]1[CH:23]=[CH:22][C:5]([CH2:6][NH:7][C:8]2[N:13]=[C:12]([NH:14][CH2:15][CH2:16][CH3:17])[N:11]=[C:10]([NH:18][CH2:19][CH2:20][CH3:21])[N:9]=2)=[CH:4][CH:3]=1.[ClH:24].C(OCC)C, predict the reaction product. The product is: [ClH:24].[F:1][C:2]1[CH:3]=[CH:4][C:5]([CH2:6][NH:7][C:8]2[N:9]=[C:10]([NH:18][CH2:19][CH2:20][CH3:21])[N:11]=[C:12]([NH:14][CH2:15][CH2:16][CH3:17])[N:13]=2)=[CH:22][CH:23]=1. (5) Given the reactants [Br:1][C:2]1[CH:7]=[CH:6][C:5]([CH:8]2[CH2:13][CH2:12][CH2:11][NH:10][C:9]2=O)=[CH:4][CH:3]=1.B.O1CCCC1.Cl, predict the reaction product. The product is: [Br:1][C:2]1[CH:3]=[CH:4][C:5]([CH:8]2[CH2:13][CH2:12][CH2:11][NH:10][CH2:9]2)=[CH:6][CH:7]=1. (6) Given the reactants [CH3:1][Si:2]([CH3:22])([CH3:21])[O:3][C:4]#[C:5][C:6]1([Si:12]([CH3:20])([CH3:19])[NH:13][Si:14]([CH3:18])([CH3:17])[CH:15]=[CH2:16])[CH2:11][CH2:10][CH2:9][CH2:8][CH2:7]1.[Cl:23][C:24]1[CH:31]=[CH:30][C:27](C=C)=[CH:26][CH:25]=1, predict the reaction product. The product is: [CH3:22][Si:2]([CH3:21])([CH3:1])[O:3][C:4]#[C:5][C:6]1([Si:12]([CH3:20])([CH3:19])[NH:13][Si:14]([CH3:18])([CH3:17])/[CH:15]=[CH:16]/[C:27]2[CH:30]=[CH:31][C:24]([Cl:23])=[CH:25][CH:26]=2)[CH2:11][CH2:10][CH2:9][CH2:8][CH2:7]1. (7) Given the reactants [Br:1][C:2]1[C:7]([O:8][CH3:9])=[CH:6][C:5]([C:10]2[N:11]=[CH:12][O:13][C:14]=2[CH3:15])=[CH:4][C:3]=1[O:16][CH3:17].CON(C)[C:21](=[O:37])[CH:22]([O:35][CH3:36])[C:23]1[CH:28]=[CH:27][C:26]([N:29]2[CH2:34][CH2:33][O:32][CH2:31][CH2:30]2)=[CH:25][CH:24]=1, predict the reaction product. The product is: [Br:1][C:2]1[C:7]([O:8][CH3:9])=[CH:6][C:5]([C:10]2[N:11]=[C:12]([C:21](=[O:37])[CH:22]([O:35][CH3:36])[C:23]3[CH:24]=[CH:25][C:26]([N:29]4[CH2:30][CH2:31][O:32][CH2:33][CH2:34]4)=[CH:27][CH:28]=3)[O:13][C:14]=2[CH3:15])=[CH:4][C:3]=1[O:16][CH3:17].